From a dataset of Full USPTO retrosynthesis dataset with 1.9M reactions from patents (1976-2016). Predict the reactants needed to synthesize the given product. (1) Given the product [NH2:33][C@H:34]([C:39]([OH:41])=[O:40])[CH2:35][CH2:36][S:37][CH3:38].[NH2:1][C@@H:2]([C:7]([OH:9])=[O:8])[CH2:3][C:4]([OH:16])=[O:6].[NH2:18][CH:19]([NH2:21])[CH3:20].[C:22]([C:26]1[C:27]([NH:29][C:30](=[O:32])[CH:31]=1)=[O:28])(=[O:25])[CH2:23][CH3:24], predict the reactants needed to synthesize it. The reactants are: [NH2:1][C@H:2]([C:7]([OH:9])=[O:8])[CH2:3][C:4](=[O:6])N.N[C@H](C(O)=[O:16])C(C)C.[NH2:18][CH:19]([NH2:21])[CH3:20].[C:22]([C:26]1[C:27]([NH:29][C:30](=[O:32])[CH:31]=1)=[O:28])(=[O:25])[CH2:23][CH3:24].[NH:33](C(OCC1C2C(=CC=CC=2)C2C1=CC=CC=2)=O)[C@H:34]([C:39]([OH:41])=[O:40])[CH2:35][CH2:36][S:37][CH3:38]. (2) Given the product [NH2:25][C:23]1[N:24]=[C:14]([OH:16])[C:3]2[CH2:4][CH2:5][CH:6]([C:8]3[CH:13]=[CH:12][CH:11]=[CH:10][CH:9]=3)[CH2:7][C:2]=2[N:22]=1, predict the reactants needed to synthesize it. The reactants are: O=[C:2]1[CH2:7][CH:6]([C:8]2[CH:13]=[CH:12][CH:11]=[CH:10][CH:9]=2)[CH2:5][CH2:4][CH:3]1[C:14]([O:16]C)=O.C(=O)(O)O.[NH2:22][C:23]([NH2:25])=[NH:24]. (3) Given the product [CH3:12][N:2]1[CH:3]=[CH:4][C:5]2[C:10](=[CH:9][CH:8]=[N:7][CH:6]=2)[C:1]1=[O:11], predict the reactants needed to synthesize it. The reactants are: [C:1]1([OH:11])[C:10]2[C:5](=[CH:6][N:7]=[CH:8][CH:9]=2)[CH:4]=[CH:3][N:2]=1.[CH3:12]I. (4) Given the product [Cl:1][C:2]1[CH:8]=[CH:7][C:6]([O:9][CH2:10][CH2:11][N:12]2[CH2:17][CH2:16][CH2:15][CH2:14][CH2:13]2)=[CH:5][C:3]=1[NH:4][C:28](=[O:37])[CH:29]=[CH:30][C:31]1[CH:36]=[CH:35][CH:34]=[CH:33][CH:32]=1, predict the reactants needed to synthesize it. The reactants are: [Cl:1][C:2]1[CH:8]=[CH:7][C:6]([O:9][CH2:10][CH2:11][N:12]2[CH2:17][CH2:16][CH2:15][CH2:14][CH2:13]2)=[CH:5][C:3]=1[NH2:4].CC(C)=O.C([O-])([O-])=O.[K+].[K+].[C:28](Cl)(=[O:37])[CH:29]=[CH:30][C:31]1[CH:36]=[CH:35][CH:34]=[CH:33][CH:32]=1.